Dataset: Peptide-MHC class II binding affinity with 134,281 pairs from IEDB. Task: Regression. Given a peptide amino acid sequence and an MHC pseudo amino acid sequence, predict their binding affinity value. This is MHC class II binding data. The peptide sequence is EATTDGLGWYKIEID. The MHC is HLA-DPA10301-DPB10402 with pseudo-sequence HLA-DPA10301-DPB10402. The binding affinity (normalized) is 0.333.